The task is: Predict which catalyst facilitates the given reaction.. This data is from Catalyst prediction with 721,799 reactions and 888 catalyst types from USPTO. (1) The catalyst class is: 4. Reactant: [Cl:1][C:2]1[CH:24]=[CH:23][CH:22]=[C:21]([F:25])[C:3]=1[CH2:4][S:5][C:6]1[N:7]([C:14]2[CH:19]=[CH:18][C:17]([F:20])=[CH:16][CH:15]=2)[C:8]([C:11](O)=[O:12])=[CH:9][N:10]=1.[CH2:26](CN)[C:27]1[CH:32]=[CH:31][CH:30]=[CH:29][CH:28]=1.[CH2:35]([N:37](CC)CC)C.CCCP(=O)=O. Product: [CH2:26]([N:37]([CH3:35])[C:11]([C:8]1[N:7]([C:14]2[CH:19]=[CH:18][C:17]([F:20])=[CH:16][CH:15]=2)[C:6]([S:5][CH2:4][C:3]2[C:21]([F:25])=[CH:22][CH:23]=[CH:24][C:2]=2[Cl:1])=[N:10][CH:9]=1)=[O:12])[C:27]1[CH:28]=[CH:29][CH:30]=[CH:31][CH:32]=1. (2) Reactant: [NH2:1][C:2]1[N:3]=[C:4]([NH2:35])[C:5]2[N:10]=[N:9][N:8]([CH:11]3[CH:15]([O:16]C(=O)C4C=CC=CC=4)[CH2:14][CH:13]([CH:25]=[CH:26][P:27]([O:32]CC)([O:29]CC)=[O:28])[O:12]3)[C:6]=2[N:7]=1.[Si](Br)(C)(C)C.[NH4+].[OH-]. Product: [NH2:1][C:2]1[N:3]=[C:4]([NH2:35])[C:5]2[N:10]=[N:9][N:8]([CH:11]3[O:12][CH:13]([CH:25]=[CH:26][P:27](=[O:28])([OH:29])[OH:32])[CH2:14][CH:15]3[OH:16])[C:6]=2[N:7]=1. The catalyst class is: 881. (3) Reactant: C(OC(=O)[N:7]([CH:29]([CH3:31])[CH3:30])[CH2:8][C:9](=[O:28])[NH:10][CH2:11][C:12]1[CH:17]=[C:16]([C:18]2[CH:23]=[CH:22][C:21]([C:24]([F:27])([F:26])[F:25])=[CH:20][CH:19]=2)[N:15]=[CH:14][N:13]=1)(C)(C)C.O1CCOCC1. Product: [CH:29]([NH:7][CH2:8][C:9]([NH:10][CH2:11][C:12]1[CH:17]=[C:16]([C:18]2[CH:19]=[CH:20][C:21]([C:24]([F:26])([F:27])[F:25])=[CH:22][CH:23]=2)[N:15]=[CH:14][N:13]=1)=[O:28])([CH3:31])[CH3:30]. The catalyst class is: 33. (4) Reactant: C(OC([N:8]1[CH2:13][CH2:12][CH2:11][C@H:10]([CH2:14][C:15]([O:17][CH2:18][CH3:19])=[O:16])[CH2:9]1)=O)(C)(C)C.FC(F)(F)C(O)=O. Product: [NH:8]1[CH2:13][CH2:12][CH2:11][C@H:10]([CH2:14][C:15]([O:17][CH2:18][CH3:19])=[O:16])[CH2:9]1. The catalyst class is: 4. (5) Reactant: [C:1]1(C)[CH:6]=[CH:5][CH:4]=[CH:3][CH:2]=1.[NH2:8][C:9]1[CH:10]=[C:11]2[C:16](=[CH:17][CH:18]=1)[N:15]=[CH:14][CH:13]=[CH:12]2.[NH:19]1[C:23]2C=CC=C[C:22]=2[N:21]=[N:20]1.C(=O)C. Product: [N:19]1([CH:23]([NH:8][C:9]2[CH:10]=[C:11]3[C:16](=[CH:17][CH:18]=2)[N:15]=[CH:14][CH:13]=[CH:12]3)[CH3:22])[C:6]2[CH:5]=[CH:4][CH:3]=[CH:2][C:1]=2[N:21]=[N:20]1. The catalyst class is: 81.